This data is from Full USPTO retrosynthesis dataset with 1.9M reactions from patents (1976-2016). The task is: Predict the reactants needed to synthesize the given product. (1) Given the product [F:21][C:18]1[CH:17]=[CH:16][C:15]([NH:14][C:12]([N:8]2[C@H:7]([C:22]3[CH:27]=[CH:26][C:25]([C:28]([F:30])([F:31])[F:29])=[CH:24][CH:23]=3)[C:6]3[N:5]=[CH:4][CH:3]=[C:2]([CH3:32])[C:11]=3[CH2:10][CH2:9]2)=[O:13])=[CH:20][CH:19]=1, predict the reactants needed to synthesize it. The reactants are: Cl[C:2]1[C:11]2[CH2:10][CH2:9][N:8]([C:12]([NH:14][C:15]3[CH:20]=[CH:19][C:18]([F:21])=[CH:17][CH:16]=3)=[O:13])[C@H:7]([C:22]3[CH:27]=[CH:26][C:25]([C:28]([F:31])([F:30])[F:29])=[CH:24][CH:23]=3)[C:6]=2[N:5]=[CH:4][CH:3]=1.[CH3:32]B(O)O.O1CCOCC1.C(=O)([O-])[O-].[K+].[K+]. (2) Given the product [I:12][C:9]1[CH:10]=[CH:11][C:6]([O:5][CH2:4][CH2:3][CH2:2][N:19]2[CH2:24][CH2:23][CH2:22][CH2:21][CH2:20]2)=[CH:7][CH:8]=1, predict the reactants needed to synthesize it. The reactants are: Cl[CH2:2][CH2:3][CH2:4][O:5][C:6]1[CH:11]=[CH:10][C:9]([I:12])=[CH:8][CH:7]=1.C(=O)([O-])[O-].[K+].[K+].[NH:19]1[CH2:24][CH2:23][CH2:22][CH2:21][CH2:20]1. (3) The reactants are: [CH2:1]([O:3][C:4]([C:6]1[C:7]([CH3:25])=[N:8][C:9]([NH:13][CH2:14][CH2:15][CH2:16][C:17]2[CH:22]=[CH:21][CH:20]=[C:19]([O:23]C)[CH:18]=2)=[N:10][C:11]=1[CH3:12])=[O:5])[CH3:2].B(Br)(Br)Br.C(Cl)Cl. Given the product [CH2:1]([O:3][C:4]([C:6]1[C:7]([CH3:25])=[N:8][C:9]([NH:13][CH2:14][CH2:15][CH2:16][C:17]2[CH:22]=[CH:21][CH:20]=[C:19]([OH:23])[CH:18]=2)=[N:10][C:11]=1[CH3:12])=[O:5])[CH3:2], predict the reactants needed to synthesize it. (4) Given the product [C:1]([NH:4][C:5]1[N:10]=[CH:9][C:8]([NH:11][C:12]([N:35]2[CH2:36][CH2:37][N:32]([C:29]3[S:30][CH:31]=[C:27]([C:22]4[CH:23]=[CH:24][CH:25]=[CH:26][C:21]=4[F:20])[N:28]=3)[CH2:33][CH2:34]2)=[O:19])=[CH:7][CH:6]=1)(=[O:3])[CH3:2], predict the reactants needed to synthesize it. The reactants are: [C:1]([NH:4][C:5]1[N:10]=[CH:9][C:8]([NH:11][C:12](=[O:19])OCC(Cl)(Cl)Cl)=[CH:7][CH:6]=1)(=[O:3])[CH3:2].[F:20][C:21]1[CH:26]=[CH:25][CH:24]=[CH:23][C:22]=1[C:27]1[N:28]=[C:29]([N:32]2[CH2:37][CH2:36][NH:35][CH2:34][CH2:33]2)[S:30][CH:31]=1.C(N(C(C)C)CC)(C)C.O. (5) Given the product [CH3:8][C:6]1[CH:7]=[C:2]([N:18]2[CH2:19][CH2:20][CH:16]([NH:15][C:12](=[O:14])[CH3:13])[CH2:17]2)[CH:3]=[CH:4][C:5]=1[N+:9]([O-:11])=[O:10], predict the reactants needed to synthesize it. The reactants are: F[C:2]1[CH:3]=[CH:4][C:5]([N+:9]([O-:11])=[O:10])=[C:6]([CH3:8])[CH:7]=1.[C:12]([NH:15][CH:16]1[CH2:20][CH2:19][NH:18][CH2:17]1)(=[O:14])[CH3:13].C(=O)([O-])[O-].[K+].[K+].[Cl-].[Na+]. (6) Given the product [CH2:13]([S:17]([N:20]1[CH2:25][CH2:24][CH2:23][CH:22]([C:26]([NH:37][C:36]2[CH:35]=[CH:34][C:33]([O:32][CH:29]([CH3:31])[CH3:30])=[CH:39][CH:38]=2)=[O:28])[CH2:21]1)(=[O:18])=[O:19])[CH2:14][CH2:15][CH3:16], predict the reactants needed to synthesize it. The reactants are: Cl.CN(C)CCCN=C=NCC.[CH2:13]([S:17]([N:20]1[CH2:25][CH2:24][CH2:23][CH:22]([C:26]([OH:28])=O)[CH2:21]1)(=[O:19])=[O:18])[CH2:14][CH2:15][CH3:16].[CH:29]([O:32][C:33]1[CH:39]=[CH:38][C:36]([NH2:37])=[CH:35][CH:34]=1)([CH3:31])[CH3:30]. (7) Given the product [Cl:1][C:2]1[N:7]=[C:6]([CH3:8])[C:5]2[C:9]([I:14])=[N:10][NH:11][C:4]=2[CH:3]=1, predict the reactants needed to synthesize it. The reactants are: [Cl:1][C:2]1[N:7]=[C:6]([CH3:8])[C:5]2[CH:9]=[N:10][NH:11][C:4]=2[CH:3]=1.[OH-].[K+].[I:14]I.S([O-])([O-])(=O)=S.[Na+].[Na+]. (8) Given the product [NH2:29][C@H:27]([C:16]1[N:17]([C:21]2[CH:26]=[CH:25][CH:24]=[CH:23][CH:22]=2)[C:18](=[O:20])[C:19]2=[C:11]([S:10][C:4]3[CH:5]=[CH:6][C:7]([O:8][CH3:9])=[C:2]([F:1])[CH:3]=3)[CH:12]=[CH:13][N:14]2[N:15]=1)[CH3:28], predict the reactants needed to synthesize it. The reactants are: [F:1][C:2]1[CH:3]=[C:4]([S:10][C:11]2[CH:12]=[CH:13][N:14]3[C:19]=2[C:18](=[O:20])[N:17]([C:21]2[CH:26]=[CH:25][CH:24]=[CH:23][CH:22]=2)[C:16]([C@@H:27]([NH:29]C(=O)OC(C)(C)C)[CH3:28])=[N:15]3)[CH:5]=[CH:6][C:7]=1[O:8][CH3:9].Cl.O1CCOCC1.